This data is from Forward reaction prediction with 1.9M reactions from USPTO patents (1976-2016). The task is: Predict the product of the given reaction. (1) The product is: [C:12]([C:15]1[NH:8][C:7]2[C:2](=[N:3][C:4]([S:10][CH3:27])=[N:5][C:6]=2[Cl:20])[N:1]=1)([CH3:14])([CH3:13])[CH3:11]. Given the reactants [NH2:1][C:2]1[C:7]([NH2:8])=[C:6](O)[N:5]=[C:4]([SH:10])[N:3]=1.[C:11](Cl)(=O)[C:12]([CH3:15])([CH3:14])[CH3:13].CI.[ClH:20].P(Cl)(Cl)(Cl)=O.N1C=CC=C[CH:27]=1, predict the reaction product. (2) Given the reactants Cl[CH2:2][C:3]([O:5][CH2:6][CH2:7][NH:8][C:9]([C:11]1[N:12]([CH2:28][C:29]2[CH:34]=[CH:33][C:32]([C:35]([F:38])([F:37])[F:36])=[CH:31][CH:30]=2)[CH:13]=[C:14]([NH:16][C:17]([NH:19][C:20]2[CH:25]=[CH:24][C:23]([Cl:26])=[CH:22][C:21]=2[CH3:27])=[O:18])[N:15]=1)=[O:10])=[O:4].[CH3:39][NH:40][CH3:41], predict the reaction product. The product is: [CH3:39][N:40]([CH3:41])[CH2:2][C:3]([O:5][CH2:6][CH2:7][NH:8][C:9]([C:11]1[N:12]([CH2:28][C:29]2[CH:30]=[CH:31][C:32]([C:35]([F:37])([F:38])[F:36])=[CH:33][CH:34]=2)[CH:13]=[C:14]([NH:16][C:17]([NH:19][C:20]2[CH:25]=[CH:24][C:23]([Cl:26])=[CH:22][C:21]=2[CH3:27])=[O:18])[N:15]=1)=[O:10])=[O:4]. (3) Given the reactants [CH:1]1[C:13]2[CH:12]([CH2:14][O:15][C:16]([NH:18][C@H:19]([C:30]([NH:32][CH2:33][C:34]([NH2:36])=[O:35])=[O:31])[CH2:20][CH2:21][CH2:22][C:23]([O:25]C(C)(C)C)=[O:24])=[O:17])[C:11]3[C:6](=[CH:7][CH:8]=[CH:9][CH:10]=3)[C:5]=2[CH:4]=[CH:3][CH:2]=1.Cl, predict the reaction product. The product is: [CH:1]1[C:13]2[CH:12]([CH2:14][O:15][C:16]([NH:18][C@H:19]([C:30]([NH:32][CH2:33][C:34]([NH2:36])=[O:35])=[O:31])[CH2:20][CH2:21][CH2:22][C:23]([OH:25])=[O:24])=[O:17])[C:11]3[C:6](=[CH:7][CH:8]=[CH:9][CH:10]=3)[C:5]=2[CH:4]=[CH:3][CH:2]=1. (4) Given the reactants [N:1]1[C:2]([C:10]([OH:12])=O)=[CH:3][N:4]2[CH:9]=[CH:8][CH:7]=[CH:6][C:5]=12.CCN(C(C)C)C(C)C.CN(C(ON1N=NC2C=CC=NC1=2)=[N+](C)C)C.F[P-](F)(F)(F)(F)F.[NH2:46][CH:47]1[CH2:52][CH2:51][CH:50]([N:53]2[C:58](=[O:59])[C:57]3[CH:60]=[C:61]([CH3:64])[CH:62]=[N:63][C:56]=3[N:55]([CH:65]3[CH2:70][CH2:69][S:68][CH2:67][CH2:66]3)[C:54]2=[O:71])[CH2:49][CH2:48]1, predict the reaction product. The product is: [CH3:64][C:61]1[CH:62]=[N:63][C:56]2[N:55]([CH:65]3[CH2:70][CH2:69][S:68][CH2:67][CH2:66]3)[C:54](=[O:71])[N:53]([C@@H:50]3[CH2:49][CH2:48][C@H:47]([NH:46][C:10]([C:2]4[N:1]=[C:5]5[CH:6]=[CH:7][CH:8]=[CH:9][N:4]5[CH:3]=4)=[O:12])[CH2:52][CH2:51]3)[C:58](=[O:59])[C:57]=2[CH:60]=1. (5) Given the reactants [Cl-].[Al+3].[Cl-].[Cl-].[C:5]([C:9]1[CH:14]=[CH:13][CH:12]=[CH:11][C:10]=1[OH:15])([CH3:8])([CH3:7])[CH3:6].[C:16](Cl)(=[O:18])[CH3:17], predict the reaction product. The product is: [CH3:7][C:5]([C:9]1[CH:14]=[C:13]([C:16](=[O:18])[CH3:17])[CH:12]=[CH:11][C:10]=1[OH:15])([CH3:8])[CH3:6].